From a dataset of Catalyst prediction with 721,799 reactions and 888 catalyst types from USPTO. Predict which catalyst facilitates the given reaction. Reactant: [NH2:1][CH2:2][CH2:3][SH:4].[F:5][C:6]([F:16])([F:15])[C:7](=[O:14])[CH:8]=[C:9](SC)SC. Product: [F:5][C:6]([F:16])([F:15])[C:7](=[O:14])[CH:8]=[C:9]1[NH:1][CH2:2][CH2:3][S:4]1. The catalyst class is: 8.